From a dataset of Forward reaction prediction with 1.9M reactions from USPTO patents (1976-2016). Predict the product of the given reaction. (1) Given the reactants [CH3:1][O:2][C:3]([C:5]1[CH:10]=[CH:9][C:8]([CH2:11][C:12]([OH:14])=O)=[CH:7][CH:6]=1)=[O:4].C(Cl)(=O)C([Cl:18])=O, predict the reaction product. The product is: [Cl:18][C:12](=[O:14])[CH2:11][C:8]1[CH:9]=[CH:10][C:5]([C:3]([O:2][CH3:1])=[O:4])=[CH:6][CH:7]=1. (2) Given the reactants [F:1][C:2]1[CH:7]=[CH:6][C:5]([F:8])=[CH:4][C:3]=1[C:9]1([C:12](Cl)=[O:13])[CH2:11][CH2:10]1.[NH2:15][C:16]1[N:21]([C:22]2[CH:27]=[CH:26][C:25]([NH2:28])=[CH:24][CH:23]=2)[CH2:20][N:19]=[C:18]2[O:29][CH:30]=[CH:31][C:17]=12, predict the reaction product. The product is: [NH2:15][C:16]1[N:21]([C:22]2[CH:23]=[CH:24][C:25]([NH:28][C:12]([C:9]3([C:3]4[CH:4]=[C:5]([F:8])[CH:6]=[CH:7][C:2]=4[F:1])[CH2:11][CH2:10]3)=[O:13])=[CH:26][CH:27]=2)[CH2:20][N:19]=[C:18]2[O:29][CH:30]=[CH:31][C:17]=12. (3) Given the reactants Cl[C:2]1[N:11]=[CH:10][C:9]2[N:8]([CH2:12][C:13]([OH:16])([CH3:15])[CH3:14])[C:7](=[O:17])[C:6]3([CH3:22])[CH2:18][O:19][CH2:20][CH2:21][N:5]3[C:4]=2[N:3]=1.[CH3:23][NH:24][C:25]([NH:27][C:28]1[CH:33]=[CH:32][C:31](B2OC(C)(C)C(C)(C)O2)=[CH:30][CH:29]=1)=[O:26].C([O-])(O)=O.[Na+], predict the reaction product. The product is: [OH:16][C:13]([CH3:15])([CH3:14])[CH2:12][N:8]1[C:7](=[O:17])[C:6]2([CH3:22])[CH2:18][O:19][CH2:20][CH2:21][N:5]2[C:4]2[N:3]=[C:2]([C:31]3[CH:30]=[CH:29][C:28]([NH:27][C:25]([NH:24][CH3:23])=[O:26])=[CH:33][CH:32]=3)[N:11]=[CH:10][C:9]1=2. (4) Given the reactants Cl[C:2]1[CH:3]=[CH:4][N:5]2[C:10]([C:11]=1[CH3:12])=[C:9]([CH:13]1[CH2:15][CH2:14]1)[CH:8]=[C:7]([C:16]([O:18][CH2:19][CH3:20])=[O:17])[C:6]2=[O:21].[F:22][C:23]1[CH:28]=[CH:27][C:26](B(O)O)=[CH:25][CH:24]=1.C([O-])([O-])=O.[Na+].[Na+], predict the reaction product. The product is: [CH:13]1([C:9]2[CH:8]=[C:7]([C:16]([O:18][CH2:19][CH3:20])=[O:17])[C:6](=[O:21])[N:5]3[C:10]=2[C:11]([CH3:12])=[C:2]([C:26]2[CH:27]=[CH:28][C:23]([F:22])=[CH:24][CH:25]=2)[CH:3]=[CH:4]3)[CH2:15][CH2:14]1.